From a dataset of Reaction yield outcomes from USPTO patents with 853,638 reactions. Predict the reaction yield, written as a fraction of the theoretical maximum amount of product (1.0 means a 100% yield; for example, 0.34 means a 34% yield). The reactants are [CH3:1][C:2]([CH3:7])([C:5]#[N:6])[C:3]#[N:4].[C:8](#[N:10])[CH3:9].O. The catalyst is C1(C)C=CC=CC=1. The product is [NH2:4][C:3]([C:2]([CH3:7])([CH3:1])[C:5]#[N:6])=[CH:9][C:8]#[N:10]. The yield is 0.800.